Predict which catalyst facilitates the given reaction. From a dataset of Catalyst prediction with 721,799 reactions and 888 catalyst types from USPTO. Reactant: [C:1]12([CH2:11][O:12][C:13]3[C:22]([I:23])=[CH:21][C:16]([C:17]([O:19]C)=[O:18])=[C:15]([F:24])[CH:14]=3)[CH2:10][CH:5]3[CH2:6][CH:7]([CH2:9][CH:3]([CH2:4]3)[CH2:2]1)[CH2:8]2.O.[OH-].[Li+].Cl.C(OCC)(=O)C. Product: [C:1]12([CH2:11][O:12][C:13]3[C:22]([I:23])=[CH:21][C:16]([C:17]([OH:19])=[O:18])=[C:15]([F:24])[CH:14]=3)[CH2:2][CH:3]3[CH2:4][CH:5]([CH2:6][CH:7]([CH2:9]3)[CH2:8]1)[CH2:10]2. The catalyst class is: 30.